From a dataset of Reaction yield outcomes from USPTO patents with 853,638 reactions. Predict the reaction yield, written as a fraction of the theoretical maximum amount of product (1.0 means a 100% yield; for example, 0.34 means a 34% yield). (1) The reactants are [OH:1][C:2]1[CH:16]=[CH:15][C:5]([CH2:6][NH:7][C:8](=[O:14])[O:9][C:10]([CH3:13])([CH3:12])[CH3:11])=[CH:4][C:3]=1[O:17][CH3:18].C(=O)([O-])[O-].[K+].[K+].Cl.Cl[CH2:27][C:28]1[CH:29]=[CH:30][C:31]([O:34][CH3:35])=[N:32][CH:33]=1. The catalyst is C(#N)C.O. The product is [CH3:18][O:17][C:3]1[CH:4]=[C:5]([CH:15]=[CH:16][C:2]=1[O:1][CH2:27][C:28]1[CH:33]=[N:32][C:31]([O:34][CH3:35])=[CH:30][CH:29]=1)[CH2:6][NH:7][C:8](=[O:14])[O:9][C:10]([CH3:13])([CH3:12])[CH3:11]. The yield is 0.960. (2) The reactants are [CH3:1]O.C[Si](C=[N+]=[N-])(C)C.[Br:10][CH:11]([C:15]1[CH:20]=[CH:19][CH:18]=[CH:17][C:16]=1[Cl:21])[C:12]([OH:14])=[O:13]. The catalyst is C1(C)C=CC=CC=1. The product is [CH3:1][O:13][C:12](=[O:14])[CH:11]([Br:10])[C:15]1[CH:20]=[CH:19][CH:18]=[CH:17][C:16]=1[Cl:21]. The yield is 0.860. (3) The reactants are [Br:1][C:2]1[CH:7]=[CH:6][C:5]([C:8]2[NH:12][C:11]([C@@H:13]3[CH2:17][CH2:16][C@H:15]([CH3:18])[N:14]3[C:19](OC(C)(C)C)=[O:20])=[N:10][CH:9]=2)=[CH:4][CH:3]=1.Cl.[CH3:27][O:28][C:29]([NH:31][C@@H:32]([CH:36]1[CH2:41][CH2:40][O:39][CH2:38][CH2:37]1)C(O)=O)=[O:30].CN(C(ON1N=NC2C=CC=NC1=2)=[N+](C)C)C.F[P-](F)(F)(F)(F)F.CCN(C(C)C)C(C)C. The catalyst is CO. The product is [Br:1][C:2]1[CH:3]=[CH:4][C:5]([C:8]2[NH:12][C:11]([C@@H:13]3[CH2:17][CH2:16][C@H:15]([CH3:18])[N:14]3[C:19](=[O:20])[C@@H:32]([NH:31][C:29](=[O:30])[O:28][CH3:27])[CH:36]3[CH2:41][CH2:40][O:39][CH2:38][CH2:37]3)=[N:10][CH:9]=2)=[CH:6][CH:7]=1. The yield is 0.990.